From a dataset of NCI-60 drug combinations with 297,098 pairs across 59 cell lines. Regression. Given two drug SMILES strings and cell line genomic features, predict the synergy score measuring deviation from expected non-interaction effect. Drug 1: CC1=C2C(C(=O)C3(C(CC4C(C3C(C(C2(C)C)(CC1OC(=O)C(C(C5=CC=CC=C5)NC(=O)OC(C)(C)C)O)O)OC(=O)C6=CC=CC=C6)(CO4)OC(=O)C)OC)C)OC. Drug 2: C1CCN(CC1)CCOC2=CC=C(C=C2)C(=O)C3=C(SC4=C3C=CC(=C4)O)C5=CC=C(C=C5)O. Cell line: NCI-H460. Synergy scores: CSS=79.8, Synergy_ZIP=27.8, Synergy_Bliss=30.2, Synergy_Loewe=-11.9, Synergy_HSA=28.9.